From a dataset of NCI-60 drug combinations with 297,098 pairs across 59 cell lines. Regression. Given two drug SMILES strings and cell line genomic features, predict the synergy score measuring deviation from expected non-interaction effect. (1) Drug 1: CC1OCC2C(O1)C(C(C(O2)OC3C4COC(=O)C4C(C5=CC6=C(C=C35)OCO6)C7=CC(=C(C(=C7)OC)O)OC)O)O. Drug 2: CC(C)NC(=O)C1=CC=C(C=C1)CNNC.Cl. Cell line: SF-268. Synergy scores: CSS=10.2, Synergy_ZIP=-4.70, Synergy_Bliss=0.428, Synergy_Loewe=-24.9, Synergy_HSA=-3.14. (2) Drug 1: C1=NC2=C(N1)C(=S)N=C(N2)N. Drug 2: CC1C(C(CC(O1)OC2CC(CC3=C2C(=C4C(=C3O)C(=O)C5=C(C4=O)C(=CC=C5)OC)O)(C(=O)CO)O)N)O.Cl. Cell line: SW-620. Synergy scores: CSS=42.8, Synergy_ZIP=-8.80, Synergy_Bliss=-9.59, Synergy_Loewe=-6.57, Synergy_HSA=-4.86. (3) Drug 1: C1CCN(CC1)CCOC2=CC=C(C=C2)C(=O)C3=C(SC4=C3C=CC(=C4)O)C5=CC=C(C=C5)O. Drug 2: CC1=C2C(C(=O)C3(C(CC4C(C3C(C(C2(C)C)(CC1OC(=O)C(C(C5=CC=CC=C5)NC(=O)OC(C)(C)C)O)O)OC(=O)C6=CC=CC=C6)(CO4)OC(=O)C)O)C)O. Cell line: COLO 205. Synergy scores: CSS=39.6, Synergy_ZIP=1.12, Synergy_Bliss=-2.65, Synergy_Loewe=-41.6, Synergy_HSA=-5.41. (4) Drug 1: CC1=C2C(C(=O)C3(C(CC4C(C3C(C(C2(C)C)(CC1OC(=O)C(C(C5=CC=CC=C5)NC(=O)OC(C)(C)C)O)O)OC(=O)C6=CC=CC=C6)(CO4)OC(=O)C)O)C)O. Drug 2: CS(=O)(=O)CCNCC1=CC=C(O1)C2=CC3=C(C=C2)N=CN=C3NC4=CC(=C(C=C4)OCC5=CC(=CC=C5)F)Cl. Cell line: OVCAR-8. Synergy scores: CSS=7.20, Synergy_ZIP=6.73, Synergy_Bliss=9.69, Synergy_Loewe=7.73, Synergy_HSA=7.51. (5) Drug 1: CC1C(C(CC(O1)OC2CC(OC(C2O)C)OC3=CC4=CC5=C(C(=O)C(C(C5)C(C(=O)C(C(C)O)O)OC)OC6CC(C(C(O6)C)O)OC7CC(C(C(O7)C)O)OC8CC(C(C(O8)C)O)(C)O)C(=C4C(=C3C)O)O)O)O. Drug 2: C(=O)(N)NO. Cell line: HCT-15. Synergy scores: CSS=23.3, Synergy_ZIP=-4.73, Synergy_Bliss=-1.61, Synergy_Loewe=-23.8, Synergy_HSA=-5.48. (6) Drug 1: CN(C)N=NC1=C(NC=N1)C(=O)N. Drug 2: C1=NC2=C(N=C(N=C2N1C3C(C(C(O3)CO)O)O)F)N. Cell line: HS 578T. Synergy scores: CSS=4.27, Synergy_ZIP=4.02, Synergy_Bliss=1.72, Synergy_Loewe=0.0107, Synergy_HSA=0.553. (7) Drug 1: CCC1=CC2CC(C3=C(CN(C2)C1)C4=CC=CC=C4N3)(C5=C(C=C6C(=C5)C78CCN9C7C(C=CC9)(C(C(C8N6C)(C(=O)OC)O)OC(=O)C)CC)OC)C(=O)OC.C(C(C(=O)O)O)(C(=O)O)O. Drug 2: CC1=CC=C(C=C1)C2=CC(=NN2C3=CC=C(C=C3)S(=O)(=O)N)C(F)(F)F. Cell line: 786-0. Synergy scores: CSS=23.1, Synergy_ZIP=0.740, Synergy_Bliss=0.931, Synergy_Loewe=3.11, Synergy_HSA=3.37. (8) Drug 1: C1CC(C1)(C(=O)O)C(=O)O.[NH2-].[NH2-].[Pt+2]. Drug 2: COC1=NC(=NC2=C1N=CN2C3C(C(C(O3)CO)O)O)N. Cell line: HOP-92. Synergy scores: CSS=6.46, Synergy_ZIP=1.44, Synergy_Bliss=6.26, Synergy_Loewe=0.988, Synergy_HSA=1.05. (9) Drug 1: CC1=C2C(C(=O)C3(C(CC4C(C3C(C(C2(C)C)(CC1OC(=O)C(C(C5=CC=CC=C5)NC(=O)OC(C)(C)C)O)O)OC(=O)C6=CC=CC=C6)(CO4)OC(=O)C)O)C)O. Drug 2: C1CN(P(=O)(OC1)NCCCl)CCCl. Cell line: HOP-62. Synergy scores: CSS=32.4, Synergy_ZIP=-2.03, Synergy_Bliss=3.48, Synergy_Loewe=-79.8, Synergy_HSA=4.44.